This data is from Catalyst prediction with 721,799 reactions and 888 catalyst types from USPTO. The task is: Predict which catalyst facilitates the given reaction. Reactant: [Br:1][C:2]1[CH:3]=[CH:4][C:5]([NH:12][C:13](=[O:21])[CH2:14][C:15]2[CH:16]=[N:17][CH:18]=[CH:19][CH:20]=2)=[C:6]([CH:11]=1)[C:7]([O:9]C)=O.CO[Na]. Product: [Br:1][C:2]1[CH:11]=[C:6]2[C:5](=[CH:4][CH:3]=1)[NH:12][C:13](=[O:21])[CH:14]([C:15]1[CH:16]=[N:17][CH:18]=[CH:19][CH:20]=1)[C:7]2=[O:9]. The catalyst class is: 83.